This data is from Forward reaction prediction with 1.9M reactions from USPTO patents (1976-2016). The task is: Predict the product of the given reaction. (1) Given the reactants [H-].[Na+].[P:3]([O-:14])([O:9][C:10]([CH3:13])([CH3:12])[CH3:11])[O:4][C:5]([CH3:8])([CH3:7])[CH3:6].[N:15]1[CH:20]=[CH:19][C:18]([CH:21]=[O:22])=[CH:17][CH:16]=1, predict the reaction product. The product is: [C:5]([O:4][P:3]([CH:21]([OH:22])[C:18]1[CH:19]=[CH:20][N:15]=[CH:16][CH:17]=1)(=[O:14])[O:9][C:10]([CH3:13])([CH3:12])[CH3:11])([CH3:7])([CH3:8])[CH3:6]. (2) Given the reactants [Cl:1][C:2]1[CH:3]=[C:4]([CH:19]=[CH:20][CH:21]=1)[C:5]([NH:7][N:8]=[C:9]([C:13]1[CH:18]=[CH:17][CH:16]=[CH:15][CH:14]=1)[CH:10]=[N:11][OH:12])=[O:6].[CH3:22]I, predict the reaction product. The product is: [Cl:1][C:2]1[CH:3]=[C:4]([CH:19]=[CH:20][CH:21]=1)[C:5]([NH:7][N:8]=[C:9]([C:13]1[CH:14]=[CH:15][CH:16]=[CH:17][CH:18]=1)[CH:10]=[N:11][O:12][CH3:22])=[O:6]. (3) Given the reactants [C:1]([O:5][C:6]([NH:8][N:9]=[C:10]([CH3:14])[CH2:11][O:12][CH3:13])=[O:7])([CH3:4])([CH3:3])[CH3:2].[H][H], predict the reaction product. The product is: [C:1]([O:5][C:6]([NH:8][NH:9][CH:10]([CH3:14])[CH2:11][O:12][CH3:13])=[O:7])([CH3:4])([CH3:3])[CH3:2].